Dataset: hERG Central: cardiac toxicity at 1µM, 10µM, and general inhibition. Task: Predict hERG channel inhibition at various concentrations. The compound is COc1cc(OC)c(OC)cc1CCC(C)NCCC(c1ccccc1)c1ccccc1.Cl. Results: hERG_inhib (hERG inhibition (general)): blocker.